Dataset: Catalyst prediction with 721,799 reactions and 888 catalyst types from USPTO. Task: Predict which catalyst facilitates the given reaction. (1) Reactant: Cl[C:2]1[CH:3]=[C:4]([NH:11][C:12]2[CH:17]=[CH:16][CH:15]=[C:14]([N:18]3[CH2:22][CH2:21][CH2:20][CH:19]3[CH3:23])[N:13]=2)[C:5]2[N:6]([CH:8]=[CH:9][N:10]=2)[N:7]=1.CC1(C)C(C)(C)OB([C:32]2[CH:33]=[C:34]3[C:38](=[CH:39][CH:40]=2)[NH:37][N:36]=[CH:35]3)O1.CC(C1C=C(C(C)C)C(C2C=CC=CC=2P(C2CCCCC2)C2CCCCC2)=C(C(C)C)C=1)C.C([O-])([O-])=O.[Na+].[Na+]. Product: [NH:37]1[C:38]2[C:34](=[CH:33][C:32]([C:2]3[CH:3]=[C:4]([NH:11][C:12]4[CH:17]=[CH:16][CH:15]=[C:14]([N:18]5[CH2:22][CH2:21][CH2:20][CH:19]5[CH3:23])[N:13]=4)[C:5]4[N:6]([CH:8]=[CH:9][N:10]=4)[N:7]=3)=[CH:40][CH:39]=2)[CH:35]=[N:36]1. The catalyst class is: 333. (2) The catalyst class is: 5. Reactant: [CH3:1][C:2]1[CH:3]=[CH:4][C:5]([C:8]2[CH:9]=[C:10]([CH:15]=[C:16]([S:18]([CH3:21])(=[O:20])=[O:19])[CH:17]=2)[C:11]([O:13]C)=[O:12])=[N:6][CH:7]=1.O.O.O.O.O.O.O.O.[OH-].[Ba+2].[OH-].Cl. Product: [CH3:1][C:2]1[CH:3]=[CH:4][C:5]([C:8]2[CH:9]=[C:10]([CH:15]=[C:16]([S:18]([CH3:21])(=[O:20])=[O:19])[CH:17]=2)[C:11]([OH:13])=[O:12])=[N:6][CH:7]=1.